This data is from Full USPTO retrosynthesis dataset with 1.9M reactions from patents (1976-2016). The task is: Predict the reactants needed to synthesize the given product. (1) Given the product [CH:13]1([N:10]2[CH2:9][CH2:8][C:7](=[O:19])[N:6]([CH3:20])[C:5]3[C:11]2=[N:12][C:2]([NH:21][C:22]2[C:37]([F:38])=[CH:36][C:25]([C:26]([NH:28][CH:29]4[CH2:34][CH2:33][N:32]([CH3:35])[CH2:31][CH2:30]4)=[O:27])=[C:24]([F:39])[CH:23]=2)=[N:3][CH:4]=3)[CH2:18][CH2:17][CH2:16][CH2:15][CH2:14]1, predict the reactants needed to synthesize it. The reactants are: Cl[C:2]1[N:12]=[C:11]2[C:5]([N:6]([CH3:20])[C:7](=[O:19])[CH2:8][CH2:9][N:10]2[CH:13]2[CH2:18][CH2:17][CH2:16][CH2:15][CH2:14]2)=[CH:4][N:3]=1.[NH2:21][C:22]1[C:37]([F:38])=[CH:36][C:25]([C:26]([NH:28][CH:29]2[CH2:34][CH2:33][N:32]([CH3:35])[CH2:31][CH2:30]2)=[O:27])=[C:24]([F:39])[CH:23]=1.C(=O)([O-])[O-].[Cs+].[Cs+].CC1(C)C2C(=C(P(C3C=CC=CC=3)C3C=CC=CC=3)C=CC=2)OC2C(P(C3C=CC=CC=3)C3C=CC=CC=3)=CC=CC1=2. (2) Given the product [CH3:9][C:8]1[CH2:7][CH:2]([C:1]([O:5][CH3:6])=[O:4])[CH2:3][CH2:11][C:10]=1[CH3:12], predict the reactants needed to synthesize it. The reactants are: [C:1]([O:5][CH3:6])(=[O:4])[CH:2]=[CH2:3].[CH3:7][C:8]([C:10]([CH3:12])=[CH2:11])=[CH2:9]. (3) Given the product [CH3:36][N:37]1[CH2:42][CH2:41][N:40]([C:43]([NH:1][C:2]2[CH:3]=[C:4]([C:8]3[N:17]=[C:16]([NH:18][C:19]4[CH:20]=[C:21]5[C:25](=[CH:26][CH:27]=4)[N:24]([C:28]([O:30][C:31]([CH3:34])([CH3:33])[CH3:32])=[O:29])[N:23]=[CH:22]5)[C:15]4[C:10](=[CH:11][CH:12]=[CH:13][CH:14]=4)[N:9]=3)[CH:5]=[CH:6][CH:7]=2)=[O:44])[CH2:39][CH2:38]1, predict the reactants needed to synthesize it. The reactants are: [NH2:1][C:2]1[CH:3]=[C:4]([C:8]2[N:17]=[C:16]([NH:18][C:19]3[CH:20]=[C:21]4[C:25](=[CH:26][CH:27]=3)[N:24]([C:28]([O:30][C:31]([CH3:34])([CH3:33])[CH3:32])=[O:29])[N:23]=[CH:22]4)[C:15]3[C:10](=[CH:11][CH:12]=[CH:13][CH:14]=3)[N:9]=2)[CH:5]=[CH:6][CH:7]=1.Cl.[CH3:36][N:37]1[CH2:42][CH2:41][N:40]([C:43](Cl)=[O:44])[CH2:39][CH2:38]1.CCN(CC)CC.